This data is from Full USPTO retrosynthesis dataset with 1.9M reactions from patents (1976-2016). The task is: Predict the reactants needed to synthesize the given product. (1) Given the product [F:1][C:2]1[C:3]([CH:12]=[CH2:13])=[C:4]([NH:18][CH:15]([CH3:14])[CH:16]=[CH2:17])[C:5]([N+:8]([O-:10])=[O:9])=[CH:6][CH:7]=1, predict the reactants needed to synthesize it. The reactants are: [F:1][C:2]1[CH:7]=[CH:6][C:5]([N+:8]([O-:10])=[O:9])=[C:4](F)[C:3]=1[CH:12]=[CH2:13].[CH3:14][CH:15]([NH2:18])[CH:16]=[CH2:17].C(=O)([O-])[O-].[K+].[K+]. (2) Given the product [F:20][C:21]1[CH:26]=[CH:25][C:24]([S:27]([N:5]([CH2:6][C:7]([O:9][CH3:10])=[O:8])[CH2:4][CH2:3][O:2][CH3:1])(=[O:29])=[O:28])=[CH:23][CH:22]=1, predict the reactants needed to synthesize it. The reactants are: [CH3:1][O:2][CH2:3][CH2:4][NH:5][CH2:6][C:7]([O:9][CH3:10])=[O:8].C(N(CC)C(C)C)(C)C.[F:20][C:21]1[CH:26]=[CH:25][C:24]([S:27](Cl)(=[O:29])=[O:28])=[CH:23][CH:22]=1.C(OCC)(=O)C. (3) Given the product [CH3:35][N:36]1[CH2:41][CH2:40][N:39]([C:10]([C:6]2[CH:5]=[C:4]3[C:9](=[CH:8][CH:7]=2)[NH:1][CH:2]=[CH:3]3)=[O:12])[CH2:38][CH2:37]1, predict the reactants needed to synthesize it. The reactants are: [NH:1]1[C:9]2[C:4](=[CH:5][C:6]([C:10]([OH:12])=O)=[CH:7][CH:8]=2)[CH:3]=[CH:2]1.CCN=C=NCCCN(C)C.C1C=C2N=NN(O)C2=CC=1.O.[CH3:35][N:36]1[CH2:41][CH2:40][NH:39][CH2:38][CH2:37]1. (4) Given the product [Cl:1][C:2]1[CH:7]=[CH:6][CH:5]=[CH:4][C:3]=1[CH:8]([N:11]1[CH2:16][CH2:15][C:14]2[S:17][CH:18]=[CH:19][C:13]=2[CH2:12]1)[C:9]([NH2:10])=[O:21], predict the reactants needed to synthesize it. The reactants are: [Cl:1][C:2]1[CH:7]=[CH:6][CH:5]=[CH:4][C:3]=1[CH:8]([N:11]1[CH2:16][CH2:15][C:14]2[S:17][CH:18]=[CH:19][C:13]=2[CH2:12]1)[C:9]#[N:10].C(=O)([O-])[O-:21].[K+].[K+].CS(C)=O.OO.Cl. (5) Given the product [Cl:1][C:2]1[CH:38]=[CH:37][CH:36]=[CH:35][C:3]=1[O:4][C:5]([N:7]1[CH2:8][CH2:9][CH:10]([CH2:13][C:14]#[C:15][C:16]2[N:33]=[C:32]3[C:19]([N:20]=[CH:21][NH:22]3)=[C:18]([NH2:34])[N:17]=2)[CH2:11][CH2:12]1)=[O:6], predict the reactants needed to synthesize it. The reactants are: [Cl:1][C:2]1[CH:38]=[CH:37][CH:36]=[CH:35][C:3]=1[O:4][C:5]([N:7]1[CH2:12][CH2:11][CH:10]([CH2:13][C:14]#[C:15][C:16]2[N:17]=[C:18]([NH2:34])[C:19]3[N:20]=[CH:21][N:22]([C:32]=3[N:33]=2)[C@@H]2O[C@H](CO)[C@@H](O)[C@H]2O)[CH2:9][CH2:8]1)=[O:6].[OH-].[Na+].